Dataset: Peptide-MHC class II binding affinity with 134,281 pairs from IEDB. Task: Regression. Given a peptide amino acid sequence and an MHC pseudo amino acid sequence, predict their binding affinity value. This is MHC class II binding data. (1) The binding affinity (normalized) is 0.0643. The MHC is DRB4_0101 with pseudo-sequence DRB4_0103. The peptide sequence is TPEKEEPTAAPAEPE. (2) The peptide sequence is GGQSSFYTDWYQPSQ. The MHC is HLA-DQA10102-DQB10602 with pseudo-sequence HLA-DQA10102-DQB10602. The binding affinity (normalized) is 0. (3) The MHC is DRB5_0101 with pseudo-sequence DRB5_0101. The peptide sequence is LEDYDTLGTLCNSTE. The binding affinity (normalized) is 0.0834. (4) The peptide sequence is VRILRRVHHRKYLTD. The MHC is HLA-DQA10501-DQB10301 with pseudo-sequence HLA-DQA10501-DQB10301. The binding affinity (normalized) is 0.0726. (5) The peptide sequence is TKTTSDYQDSDVSQ. The MHC is HLA-DPA10301-DPB10402 with pseudo-sequence HLA-DPA10301-DPB10402. The binding affinity (normalized) is 0.00796. (6) The peptide sequence is GILQAYDLRDAPETP. The MHC is HLA-DPA10103-DPB10201 with pseudo-sequence HLA-DPA10103-DPB10201. The binding affinity (normalized) is 0.159. (7) The peptide sequence is HKSGSSIGKAFTTTLKGA. The MHC is DRB5_0101 with pseudo-sequence DRB5_0101. The binding affinity (normalized) is 0.170.